Dataset: Reaction yield outcomes from USPTO patents with 853,638 reactions. Task: Predict the reaction yield, written as a fraction of the theoretical maximum amount of product (1.0 means a 100% yield; for example, 0.34 means a 34% yield). (1) The reactants are [CH2:1]([O:8][CH2:9][CH2:10][NH:11][C:12]1[S:13][C@H:14]2[O:20][C@H:19]([CH2:21][OH:22])[C@@H:18]([OH:23])[C@H:17]([OH:24])[C@H:15]2[N:16]=1)[C:2]1[CH:7]=[CH:6][CH:5]=[CH:4][CH:3]=1.[CH3:25][C:26]([O:29][C:30](O[C:30]([O:29][C:26]([CH3:28])([CH3:27])[CH3:25])=[O:31])=[O:31])([CH3:28])[CH3:27].C(N(CC)CC)C. The catalyst is CO. The product is [CH2:1]([O:8][CH2:9][CH2:10][N:11]([C:12]1[S:13][C@H:14]2[O:20][C@H:19]([CH2:21][OH:22])[C@@H:18]([OH:23])[C@H:17]([OH:24])[C@H:15]2[N:16]=1)[C:30](=[O:31])[O:29][C:26]([CH3:28])([CH3:27])[CH3:25])[C:2]1[CH:7]=[CH:6][CH:5]=[CH:4][CH:3]=1. The yield is 0.730. (2) The reactants are C[O:2][C:3]1[CH:4]=[C:5]2[C:10](=[CH:11][CH:12]=1)[C@@H:9]([C:13]1[CH:26]=[CH:25][C:16]([O:17][CH2:18][CH2:19][N:20]3[CH2:24][CH2:23][CH2:22][CH2:21]3)=[CH:15][CH:14]=1)[C@@H:8]([C:27]1[CH:32]=[CH:31][CH:30]=[CH:29][CH:28]=1)[CH2:7][CH2:6]2.B(Br)(Br)Br.C(=O)(O)[O-].[Na+]. The catalyst is C(Cl)Cl. The product is [CH:30]1[CH:31]=[CH:32][C:27]([C@@H:8]2[C@H:9]([C:13]3[CH:14]=[CH:15][C:16]([O:17][CH2:18][CH2:19][N:20]4[CH2:24][CH2:23][CH2:22][CH2:21]4)=[CH:25][CH:26]=3)[C:10]3[CH:11]=[CH:12][C:3]([OH:2])=[CH:4][C:5]=3[CH2:6][CH2:7]2)=[CH:28][CH:29]=1. The yield is 0.740.